From a dataset of Drug-target binding data from BindingDB using Kd measurements. Regression. Given a target protein amino acid sequence and a drug SMILES string, predict the binding affinity score between them. We predict pKd (pKd = -log10(Kd in M); higher means stronger binding). Dataset: bindingdb_kd. The compound is CO[C@]12CC[C@@]3(C[C@@H]1C(C)(C)O)[C@H]1Cc4ccc(O)c5c4[C@@]3(CCN1CC1CC1)[C@H]2O5. The target protein sequence is MDSPIQIFRGEPGPTCAPSACLPPNSSAWFPGWAEPDSNGSAGSEDAQLEPAHISPAIPVIITAVYSVVFVVGLVGNSLVMFVIIRYTKMKTATNIYIFNLALADALVTTTMPFQSTVYLMNSWPFGDVLCKIVISIDFYNMFTSIFTLTMMSVDRYIAVCHPVKALDFRTPLKAKIINICIWLLSSSVGISAIVLGGTKVREDVDVIECSLQFPDDDYSWWDLFMKICVFIFAFVIPVLIIIVCYTLMILRLKSVRLLSGSREKDRNLRRITRLVLVVVAVFVVCWTPIHIFILVEALGSTSHSTAALSSYYFCIALGYTNSSLNPILYAFLDENFKRCFRDFCFPLKMRMERQSTSRVRNTVQDPAYLRDIDGMNKPV. The pKd is 8.8.